This data is from Forward reaction prediction with 1.9M reactions from USPTO patents (1976-2016). The task is: Predict the product of the given reaction. (1) Given the reactants [Br:1][C:2]1[CH:7]=[CH:6][C:5](I)=[CH:4][C:3]=1[OH:9].[F:10][C:11]([F:22])([F:21])[C:12]1[CH:17]=[CH:16][C:15](B(O)O)=[CH:14][CH:13]=1.C([O-])([O-])=O.[Na+].[Na+].Cl, predict the reaction product. The product is: [Br:1][C:2]1[CH:7]=[CH:6][C:5]([C:15]2[CH:16]=[CH:17][C:12]([C:11]([F:22])([F:21])[F:10])=[CH:13][CH:14]=2)=[CH:4][C:3]=1[OH:9]. (2) Given the reactants [CH3:1][C:2]1[N:6]=[C:5]([CH3:7])[N:4]([C:8]2[N:13]=[N:12][CH:11]=[C:10]([C@@H:14]3[CH2:16][C@H:15]3[CH:17]=O)[CH:9]=2)[N:3]=1.[CH3:19][NH:20][C:21]1[C:22]([NH2:27])=[CH:23][CH:24]=[CH:25][CH:26]=1.CC(O)=O.N, predict the reaction product. The product is: [CH3:1][C:2]1[N:6]=[C:5]([CH3:7])[N:4]([C:8]2[N:13]=[N:12][CH:11]=[C:10]([C@@H:14]3[CH2:16][C@H:15]3[C:17]3[N:20]([CH3:19])[C:21]4[CH:26]=[CH:25][CH:24]=[CH:23][C:22]=4[N:27]=3)[CH:9]=2)[N:3]=1. (3) Given the reactants [F:1][C:2]1[CH:7]=[CH:6][C:5]([CH3:8])=[CH:4][C:3]=1[NH:9][C:10]1[N:15]2[N:16]=[CH:17][C:18]([C:19](O)=[O:20])=[C:14]2[N:13]=[CH:12][C:11]=1[C:22]([N:24]1[CH2:29][CH2:28][CH:27]([C:30]2[CH:35]=[CH:34][C:33]([O:36][CH3:37])=[CH:32][CH:31]=2)[CH2:26][CH2:25]1)=[O:23].[CH2:38]([S:40]([NH2:43])(=[O:42])=[O:41])[CH3:39], predict the reaction product. The product is: [F:1][C:2]1[CH:7]=[CH:6][C:5]([CH3:8])=[CH:4][C:3]=1[NH:9][C:10]1[N:15]2[N:16]=[CH:17][C:18]([C:19]([NH:43][S:40]([CH2:38][CH3:39])(=[O:42])=[O:41])=[O:20])=[C:14]2[N:13]=[CH:12][C:11]=1[C:22]([N:24]1[CH2:25][CH2:26][CH:27]([C:30]2[CH:35]=[CH:34][C:33]([O:36][CH3:37])=[CH:32][CH:31]=2)[CH2:28][CH2:29]1)=[O:23]. (4) Given the reactants [Cl:1][C:2]1[CH:25]=[C:24]([N:26]2[CH2:30][CH2:29][CH2:28][CH2:27]2)[CH:23]=[CH:22][C:3]=1[C:4]([N:6]1[C:12]2[CH:13]=[CH:14][CH:15]=[CH:16][C:11]=2[CH2:10][N:9]([CH2:17][C:18]([NH2:20])=[O:19])[C:8](=[O:21])[CH2:7]1)=[O:5].CO[C:33](OC)([N:35](C)C)[CH3:34], predict the reaction product. The product is: [Cl:1][C:2]1[CH:25]=[C:24]([N:26]2[CH2:30][CH2:29][CH2:28][CH2:27]2)[CH:23]=[CH:22][C:3]=1[C:4]([N:6]1[C:12]2[CH:13]=[CH:14][CH:15]=[CH:16][C:11]=2[CH2:10][N:9]([CH2:17][C:18]2[O:19][N:35]=[C:33]([CH3:34])[N:20]=2)[C:8](=[O:21])[CH2:7]1)=[O:5]. (5) Given the reactants [CH3:1][O:2][C:3]1[CH:4]=[C:5]2[C:10](=[CH:11][C:12]=1[O:13][CH3:14])[N:9]=[CH:8][CH:7]=[C:6]2[O:15][C:16]1[CH:22]=[CH:21][C:19]([NH2:20])=[CH:18][CH:17]=1.C(O)C.[Cl:26][C:27]1[CH:32]=[CH:31][CH:30]=[CH:29][C:28]=1[C:33]([N:35]=[C:36]=[S:37])=[O:34], predict the reaction product. The product is: [Cl:26][C:27]1[CH:32]=[CH:31][CH:30]=[CH:29][C:28]=1[C:33]([NH:35][C:36]([NH:20][C:19]1[CH:21]=[CH:22][C:16]([O:15][C:6]2[C:5]3[C:10](=[CH:11][C:12]([O:13][CH3:14])=[C:3]([O:2][CH3:1])[CH:4]=3)[N:9]=[CH:8][CH:7]=2)=[CH:17][CH:18]=1)=[S:37])=[O:34].